From a dataset of Catalyst prediction with 721,799 reactions and 888 catalyst types from USPTO. Predict which catalyst facilitates the given reaction. (1) Reactant: [C:1]([O:5][C:6](=[O:19])[NH:7][C@H:8]([CH2:17][OH:18])[CH2:9][C:10]1[CH:15]=[CH:14][C:13]([OH:16])=[CH:12][CH:11]=1)([CH3:4])([CH3:3])[CH3:2].Cl[C:21]1[C:26]([CH:27]=[O:28])=[CH:25][CH:24]=[CH:23][N:22]=1.C(=O)([O-])[O-].[K+].[K+]. Product: [C:1]([O:5][C:6](=[O:19])[NH:7][C@H:8]([CH2:17][OH:18])[CH2:9][C:10]1[CH:11]=[CH:12][C:13]([O:16][C:21]2[C:26]([CH:27]=[O:28])=[CH:25][CH:24]=[CH:23][N:22]=2)=[CH:14][CH:15]=1)([CH3:3])([CH3:2])[CH3:4]. The catalyst class is: 42. (2) Reactant: Cl.[C:2]([N:6]1[CH:14]=[C:13]2[C:8]([C:9](=[O:20])[NH:10][C:11]3([CH2:19][CH2:18][NH:17][CH2:16][CH2:15]3)[CH2:12]2)=[N:7]1)([CH3:5])([CH3:4])[CH3:3].[CH3:21][O:22][C:23]1[CH:24]=[C:25]([C:38](O)=[O:39])[CH:26]=[C:27]2[C:31]=1[N:30](C1CCCCO1)[N:29]=[CH:28]2.C(N(CC)CC)C.CCCP1(OP(CCC)(=O)OP(CCC)(=O)O1)=O.Cl. Product: [C:2]([N:6]1[CH:14]=[C:13]2[C:8]([C:9](=[O:20])[NH:10][C:11]3([CH2:19][CH2:18][N:17]([C:38]([C:25]4[CH:26]=[C:27]5[C:31](=[C:23]([O:22][CH3:21])[CH:24]=4)[NH:30][N:29]=[CH:28]5)=[O:39])[CH2:16][CH2:15]3)[CH2:12]2)=[N:7]1)([CH3:5])([CH3:3])[CH3:4]. The catalyst class is: 35. (3) Reactant: OC(C(F)(F)F)=O.[NH:8]1[CH2:11][CH:10]([C:12]2[CH:17]=[C:16]([C:18]([F:21])([F:20])[F:19])[CH:15]=[CH:14][N:13]=2)[CH2:9]1.C(N(CC)CC)C.[C:29]([O:33][C:34]([N:36]1[CH2:40][CH2:39][C:38]([CH2:44][O:45][CH3:46])([C:41](Cl)=[O:42])[CH2:37]1)=[O:35])([CH3:32])([CH3:31])[CH3:30]. Product: [CH3:46][O:45][CH2:44][C:38]1([C:41]([N:8]2[CH2:11][CH:10]([C:12]3[CH:17]=[C:16]([C:18]([F:21])([F:19])[F:20])[CH:15]=[CH:14][N:13]=3)[CH2:9]2)=[O:42])[CH2:39][CH2:40][N:36]([C:34]([O:33][C:29]([CH3:30])([CH3:32])[CH3:31])=[O:35])[CH2:37]1. The catalyst class is: 112. (4) The catalyst class is: 2. Reactant: [CH3:1][O:2][C:3]1[CH:12]=[C:11]2[C:6]([CH:7]([C:13]3[CH:18]=[CH:17][C:16]([O:19][CH3:20])=[CH:15][CH:14]=3)[CH2:8][NH:9][CH2:10]2)=[CH:5][CH:4]=1.CCN(CC)CC.[F:28][C:29]([F:40])([F:39])[C:30](O[C:30](=[O:31])[C:29]([F:40])([F:39])[F:28])=[O:31].C([O-])(O)=O.[Na+]. Product: [F:28][C:29]([F:40])([F:39])[C:30]([N:9]1[CH2:8][CH:7]([C:13]2[CH:18]=[CH:17][C:16]([O:19][CH3:20])=[CH:15][CH:14]=2)[C:6]2[C:11](=[CH:12][C:3]([O:2][CH3:1])=[CH:4][CH:5]=2)[CH2:10]1)=[O:31]. (5) Reactant: C([N:4]1[C:8]2=[CH:9][CH:10]=[C:11]3[C:16]([N:15]=[C:14]([CH:17]([CH3:19])[CH3:18])[N:13]([C:20]4[CH:25]=[CH:24][C:23]([Cl:26])=[CH:22][CH:21]=4)[C:12]3=[O:27])=[C:7]2[CH:6]=[C:5]1[CH3:28])(=O)C.[OH-].[K+]. Product: [Cl:26][C:23]1[CH:22]=[CH:21][C:20]([N:13]2[C:12](=[O:27])[C:11]3[C:16](=[C:7]4[CH:6]=[C:5]([CH3:28])[NH:4][C:8]4=[CH:9][CH:10]=3)[N:15]=[C:14]2[CH:17]([CH3:19])[CH3:18])=[CH:25][CH:24]=1. The catalyst class is: 24. (6) Reactant: [CH3:1][O:2][C:3]1[C:4]([O:31]COC)=[C:5]([C:9]([C:11]2[CH:16]=[CH:15][C:14]([O:17][CH2:18][C:19]3[N:20]=[C:21]([C:25]4[CH:30]=[CH:29][CH:28]=[CH:27][CH:26]=4)[O:22][C:23]=3[CH3:24])=[CH:13][CH:12]=2)=[O:10])[CH:6]=[CH:7][CH:8]=1.Cl. Product: [OH:31][C:4]1[C:3]([O:2][CH3:1])=[CH:8][CH:7]=[CH:6][C:5]=1[C:9]([C:11]1[CH:12]=[CH:13][C:14]([O:17][CH2:18][C:19]2[N:20]=[C:21]([C:25]3[CH:30]=[CH:29][CH:28]=[CH:27][CH:26]=3)[O:22][C:23]=2[CH3:24])=[CH:15][CH:16]=1)=[O:10]. The catalyst class is: 21.